Predict the reaction yield, written as a fraction of the theoretical maximum amount of product (1.0 means a 100% yield; for example, 0.34 means a 34% yield). From a dataset of Reaction yield outcomes from USPTO patents with 853,638 reactions. (1) The reactants are Br[C:2]1[N:7]2[N:8]=[C:9]([NH2:11])[N:10]=[C:6]2[CH:5]=[CH:4][CH:3]=1.[Cl:12][C:13]1[CH:14]=[C:15](B(O)O)[CH:16]=[CH:17][CH:18]=1.C(=O)([O-])[O-].[Cs+].[Cs+]. The catalyst is C(OCC)(=O)C. The product is [Cl:12][C:13]1[CH:18]=[C:17]([C:2]2[N:7]3[N:8]=[C:9]([NH2:11])[N:10]=[C:6]3[CH:5]=[CH:4][CH:3]=2)[CH:16]=[CH:15][CH:14]=1. The yield is 0.610. (2) The reactants are [C:9](O[C:9]([O:11][C:12]([CH3:15])([CH3:14])[CH3:13])=[O:10])([O:11][C:12]([CH3:15])([CH3:14])[CH3:13])=[O:10].Cl.[Br:17][C:18]1[CH:19]=[C:20]([CH:23]=[CH:24][CH:25]=1)[CH2:21][NH2:22].C(N(CC)CC)C. The catalyst is ClCCl. The product is [Br:17][C:18]1[CH:19]=[C:20]([CH:23]=[CH:24][CH:25]=1)[CH2:21][NH:22][C:9](=[O:10])[O:11][C:12]([CH3:13])([CH3:14])[CH3:15]. The yield is 0.880. (3) The reactants are C1(P(C2C=CC=CC=2)C2C=CC=CC=2)C=CC=CC=1.BrN1C(=O)CCC1=O.[Cl:28][C:29]1[CH:30]=[C:31]([CH:39]([CH2:43][CH:44]2[CH2:48][CH2:47][CH2:46][CH2:45]2)[C:40]([OH:42])=O)[CH:32]=[CH:33][C:34]=1[S:35]([CH3:38])(=[O:37])=[O:36].[CH2:49]([O:51][C:52](=[O:61])[C:53](=[O:60])[C:54]1[N:55]=[C:56]([NH2:59])[S:57][CH:58]=1)[CH3:50].N1C=CC=CC=1. The catalyst is C(Cl)Cl.O. The product is [CH2:49]([O:51][C:52](=[O:61])[C:53]([C:54]1[N:55]=[C:56]([NH:59][C:40](=[O:42])[CH:39]([C:31]2[CH:32]=[CH:33][C:34]([S:35]([CH3:38])(=[O:36])=[O:37])=[C:29]([Cl:28])[CH:30]=2)[CH2:43][CH:44]2[CH2:48][CH2:47][CH2:46][CH2:45]2)[S:57][CH:58]=1)=[O:60])[CH3:50]. The yield is 0.670.